Dataset: Reaction yield outcomes from USPTO patents with 853,638 reactions. Task: Predict the reaction yield, written as a fraction of the theoretical maximum amount of product (1.0 means a 100% yield; for example, 0.34 means a 34% yield). (1) The reactants are [CH3:1][NH:2][CH2:3][CH2:4][CH2:5][CH2:6][OH:7].[F:8][C:9]([F:16])([F:15])[C:10](OCC)=[O:11]. The catalyst is CO. The product is [CH3:1][N:2]([CH2:3][CH2:4][CH2:5][CH2:6][OH:7])[C:10](=[O:11])[C:9]([F:16])([F:15])[F:8]. The yield is 0.960. (2) The reactants are [OH:1][C:2]1[CH:7]=[C:6]([CH3:8])[C:5]([C:9]2[CH:14]=[CH:13][CH:12]=[C:11]([CH:15]=[O:16])[CH:10]=2)=[C:4]([CH3:17])[CH:3]=1.[Cl:18]N1C(=O)CCC1=O.O. The catalyst is CN(C)C=O. The product is [Cl:18][C:3]1[C:4]([CH3:17])=[C:5]([C:9]2[CH:14]=[CH:13][CH:12]=[C:11]([CH:15]=[O:16])[CH:10]=2)[C:6]([CH3:8])=[CH:7][C:2]=1[OH:1]. The yield is 0.650. (3) The reactants are Cl[C:2]1[N:7]=[C:6]([Cl:8])[C:5]([C:9]([O:11][CH3:12])=[O:10])=[C:4]([NH:13][C:14]2[CH:15]=[C:16]([CH3:20])[CH:17]=[CH:18][CH:19]=2)[N:3]=1.C(N(C(C)C)C(C)C)C.[CH2:30]([N:32]1[CH2:37][CH2:36][NH:35][CH2:34][CH2:33]1)[CH3:31].C([O-])(O)=O.[Na+]. The catalyst is C1COCC1. The product is [Cl:8][C:6]1[C:5]([C:9]([O:11][CH3:12])=[O:10])=[C:4]([NH:13][C:14]2[CH:15]=[C:16]([CH3:20])[CH:17]=[CH:18][CH:19]=2)[N:3]=[C:2]([N:35]2[CH2:36][CH2:37][N:32]([CH2:30][CH3:31])[CH2:33][CH2:34]2)[N:7]=1. The yield is 0.240. (4) The reactants are [CH:1]1([S:7](Cl)(=[O:9])=[O:8])[CH2:6][CH2:5][CH2:4][CH2:3][CH2:2]1.[NH3:11]. No catalyst specified. The product is [CH:1]1([S:7]([NH2:11])(=[O:9])=[O:8])[CH2:6][CH2:5][CH2:4][CH2:3][CH2:2]1. The yield is 0.600. (5) The reactants are [OH:1][C:2]1[CH:3]=[C:4]([CH:7]=[CH:8][CH:9]=1)[CH:5]=[O:6].C([O-])([O-])=O.[K+].[K+].Br[CH2:17][CH2:18][CH2:19][OH:20].O. The catalyst is CN(C=O)C. The product is [OH:20][CH2:19][CH2:18][CH2:17][O:1][C:2]1[CH:3]=[C:4]([CH:7]=[CH:8][CH:9]=1)[CH:5]=[O:6]. The yield is 0.950. (6) The reactants are [CH3:1][S:2]([C:5]1[CH:6]=[C:7]([C:11]2[CH:20]=[CH:19][C:18]3[C:13](=[CH:14][CH:15]=[C:16]([O:21]C)[CH:17]=3)[C:12]=2[O:23][C:24]2[CH:38]=[CH:37][C:27]([O:28][CH2:29][CH2:30][N:31]3[CH2:36][CH2:35][CH2:34][CH2:33][CH2:32]3)=[CH:26][CH:25]=2)[CH:8]=[CH:9][CH:10]=1)(=[O:4])=[O:3].Cl.B(Br)(Br)Br.[Cl:44]CCl.C([O-])(O)=O.[Na+]. The catalyst is C(OCC)(=O)C.C(OCC)C.CO. The product is [ClH:44].[CH3:1][S:2]([C:5]1[CH:6]=[C:7]([C:11]2[C:12]([O:23][C:24]3[CH:38]=[CH:37][C:27]([O:28][CH2:29][CH2:30][N:31]4[CH2:36][CH2:35][CH2:34][CH2:33][CH2:32]4)=[CH:26][CH:25]=3)=[C:13]3[C:18](=[CH:19][CH:20]=2)[CH:17]=[C:16]([OH:21])[CH:15]=[CH:14]3)[CH:8]=[CH:9][CH:10]=1)(=[O:4])=[O:3]. The yield is 0.260. (7) The reactants are Cl[C:2]1[CH:7]=[CH:6][N:5]=[C:4]([N:8]2[CH2:13][CH2:12][N:11]([C:14]([O:16][C:17]([CH3:20])([CH3:19])[CH3:18])=[O:15])[CH2:10][CH2:9]2)[N:3]=1.[C:21]1(B(O)O)[CH:26]=[CH:25][CH:24]=[CH:23][CH:22]=1.P([O-])([O-])([O-])=O.[K+].[K+].[K+]. The catalyst is C1(C)C=CC=CC=1.C1(P(C2C=CC=CC=2)C2C3OC4C(=CC=CC=4P(C4C=CC=CC=4)C4C=CC=CC=4)C(C)(C)C=3C=CC=2)C=CC=CC=1. The product is [C:21]1([C:2]2[CH:7]=[CH:6][N:5]=[C:4]([N:8]3[CH2:13][CH2:12][N:11]([C:14]([O:16][C:17]([CH3:20])([CH3:19])[CH3:18])=[O:15])[CH2:10][CH2:9]3)[N:3]=2)[CH:26]=[CH:25][CH:24]=[CH:23][CH:22]=1. The yield is 0.700. (8) The reactants are [Cl:1][S:2]([OH:5])(=O)=[O:3].[NH2:6][C:7]1[N:11]([C:12]2[CH:17]=[CH:16][C:15]([CH3:18])=[CH:14][C:13]=2[CH3:19])[N:10]=[C:9]([C:20]([F:23])([F:22])[F:21])[N:8]=1. The catalyst is C(OCC)(=O)C. The product is [NH2:6][C:7]1[N:11]([C:12]2[C:13]([CH3:19])=[CH:14][C:15]([CH3:18])=[C:16]([S:2]([Cl:1])(=[O:5])=[O:3])[CH:17]=2)[N:10]=[C:9]([C:20]([F:23])([F:22])[F:21])[N:8]=1. The yield is 0.960. (9) The reactants are [C:1]([C:4]1[CH:15]=[CH:14][C:7]([CH:8]=[N:9][NH:10][C:11](=[S:13])[NH2:12])=[C:6]([NH2:16])[CH:5]=1)(=[O:3])[CH3:2].Br[CH2:18][C:19]([C:21]1[CH:26]=[CH:25][CH:24]=[C:23]([Cl:27])[CH:22]=1)=O. The catalyst is C1COCC1. The product is [NH2:16][C:6]1[CH:5]=[C:4]([C:1](=[O:3])[CH3:2])[CH:15]=[CH:14][C:7]=1[CH:8]=[N:9][NH:10][C:11]1[S:13][CH:18]=[C:19]([C:21]2[CH:26]=[CH:25][CH:24]=[C:23]([Cl:27])[CH:22]=2)[N:12]=1. The yield is 0.810.